Dataset: Full USPTO retrosynthesis dataset with 1.9M reactions from patents (1976-2016). Task: Predict the reactants needed to synthesize the given product. (1) Given the product [CH2:26]([O:28][C:29](=[O:46])[CH2:30][C:31]1[CH:36]=[CH:35][C:34]([C:16]2[CH:17]=[CH:18][C:13]([C:12]3[O:11][N:10]=[C:9]([CH3:20])[C:8]=3[NH:7][C:6]([O:5][CH2:4][C:3]3[CH:22]=[CH:23][CH:24]=[CH:25][C:2]=3[Cl:1])=[O:21])=[CH:14][CH:15]=2)=[CH:33][CH:32]=1)[CH3:27], predict the reactants needed to synthesize it. The reactants are: [Cl:1][C:2]1[CH:25]=[CH:24][CH:23]=[CH:22][C:3]=1[CH2:4][O:5][C:6](=[O:21])[NH:7][C:8]1[C:9]([CH3:20])=[N:10][O:11][C:12]=1[C:13]1[CH:18]=[CH:17][C:16](Br)=[CH:15][CH:14]=1.[CH2:26]([O:28][C:29](=[O:46])[CH2:30][C:31]1[CH:36]=[CH:35][C:34](B2OC(C)(C)C(C)(C)O2)=[CH:33][CH:32]=1)[CH3:27]. (2) Given the product [C:1]([C:5]1[CH:6]=[C:7]([NH:18][C:19]([NH:21][C@@H:22]2[C:31]3[C:26](=[CH:27][CH:28]=[CH:29][CH:30]=3)[C@H:25]([O:32][C:33]3[CH:34]=[CH:35][C:36]4[N:37]([C:39]([N:42]5[CH2:47][CH2:46][CH2:45][CH2:44][CH2:43]5)=[N:40][N:41]=4)[CH:38]=3)[CH2:24][CH2:23]2)=[O:20])[N:8]([C:10]2[CH:15]=[CH:14][C:13]([CH2:16][N:61]3[CH2:62][CH2:63][N:58]([CH3:57])[CH2:59][CH2:60]3)=[CH:12][CH:11]=2)[N:9]=1)([CH3:4])([CH3:3])[CH3:2], predict the reactants needed to synthesize it. The reactants are: [C:1]([C:5]1[CH:6]=[C:7]([NH:18][C:19]([NH:21][C@@H:22]2[C:31]3[C:26](=[CH:27][CH:28]=[CH:29][CH:30]=3)[C@H:25]([O:32][C:33]3[CH:34]=[CH:35][C:36]4[N:37]([C:39]([N:42]5[CH2:47][CH2:46][CH2:45][CH2:44][CH2:43]5)=[N:40][N:41]=4)[CH:38]=3)[CH2:24][CH2:23]2)=[O:20])[N:8]([C:10]2[CH:15]=[CH:14][C:13]([CH2:16]Cl)=[CH:12][CH:11]=2)[N:9]=1)([CH3:4])([CH3:3])[CH3:2].CCN(C(C)C)C(C)C.[CH3:57][N:58]1[CH2:63][CH2:62][NH:61][CH2:60][CH2:59]1. (3) Given the product [Cl:15][C:8]1[CH:9]=[N:10][C:11]2[C:6]([CH:7]=1)=[CH:5][C:4]([N+:12]([O-:14])=[O:13])=[CH:3][C:2]=2[CH3:1], predict the reactants needed to synthesize it. The reactants are: [CH3:1][C:2]1[CH:3]=[C:4]([N+:12]([O-:14])=[O:13])[CH:5]=[C:6]2[C:11]=1[N:10]=[CH:9][CH:8]=[CH:7]2.[Cl:15]N1C(=O)CCC1=O.C([O-])(O)=O.[Na+].S([O-])([O-])(=O)=S.[Na+].[Na+]. (4) Given the product [N:16]1([C:6]2[CH:7]=[CH:8][C:9]([N:10]3[CH2:15][CH2:14][CH2:13][CH2:12][CH2:11]3)=[C:4]([NH:1][C:29]([C:27]3[O:28][C:24]([C:22]#[N:23])=[CH:25][CH:26]=3)=[O:30])[CH:5]=2)[CH2:21][CH2:20][O:19][CH2:18][CH2:17]1, predict the reactants needed to synthesize it. The reactants are: [N+:1]([C:4]1[CH:5]=[C:6]([N:16]2[CH2:21][CH2:20][O:19][CH2:18][CH2:17]2)[CH:7]=[CH:8][C:9]=1[N:10]1[CH2:15][CH2:14][CH2:13][CH2:12][CH2:11]1)([O-])=O.[C:22]([C:24]1[O:28][C:27]([C:29](O)=[O:30])=[CH:26][CH:25]=1)#[N:23].C(Cl)(=O)C(Cl)=O.CCN(C(C)C)C(C)C. (5) Given the product [Cl:1][C:2]1[CH:7]=[CH:6][CH:5]=[CH:4][C:3]=1[N:8]([CH3:32])[C:9]([C:11]1[N:12]=[N:13][N:14]([CH2:17][C:18]2[CH:19]=[C:20]([C:28]([F:31])([F:30])[F:29])[CH:21]=[C:22]([C:24]([F:27])([F:26])[F:25])[CH:23]=2)[C:15]=1[N:33]1[CH2:38][CH2:37][O:36][CH2:35][CH2:34]1)=[O:10], predict the reactants needed to synthesize it. The reactants are: [Cl:1][C:2]1[CH:7]=[CH:6][CH:5]=[CH:4][C:3]=1[N:8]([CH3:32])[C:9]([C:11]1[N:12]=[N:13][N:14]([CH2:17][C:18]2[CH:23]=[C:22]([C:24]([F:27])([F:26])[F:25])[CH:21]=[C:20]([C:28]([F:31])([F:30])[F:29])[CH:19]=2)[C:15]=1Cl)=[O:10].[NH:33]1[CH2:38][CH2:37][O:36][CH2:35][CH2:34]1.